Dataset: Reaction yield outcomes from USPTO patents with 853,638 reactions. Task: Predict the reaction yield, written as a fraction of the theoretical maximum amount of product (1.0 means a 100% yield; for example, 0.34 means a 34% yield). (1) The reactants are [CH3:1][C:2]1[CH:3]=[C:4]([OH:10])[CH:5]=[CH:6][C:7]=1[S:8][CH3:9].N1C=CC=CC=1.[C:17](Cl)(=[O:19])[CH3:18]. The catalyst is ClCCl. The product is [C:17]([O:10][C:4]1[CH:5]=[CH:6][C:7]([S:8][CH3:9])=[C:2]([CH3:1])[CH:3]=1)(=[O:19])[CH3:18]. The yield is 0.800. (2) The reactants are N[CH2:2][CH2:3][NH:4][C:5]([CH:7]1[CH2:12][CH2:11][N:10]([C:13]2[C:18]([Cl:19])=[CH:17][N:16]=[CH:15][C:14]=2[Cl:20])[CH2:9][CH2:8]1)=[O:6].[CH:21](=O)[C:22]1[CH:27]=[CH:26][CH:25]=[CH:24][CH:23]=1.[C:29]([BH3-])#[N:30].[Na+]. The catalyst is CO. The product is [CH2:21]([N:30]([CH2:29][C:22]1[CH:27]=[CH:26][CH:25]=[CH:24][CH:23]=1)[CH2:2][CH2:3][NH:4][C:5]([CH:7]1[CH2:8][CH2:9][N:10]([C:13]2[C:14]([Cl:20])=[CH:15][N:16]=[CH:17][C:18]=2[Cl:19])[CH2:11][CH2:12]1)=[O:6])[C:22]1[CH:27]=[CH:26][CH:25]=[CH:24][CH:23]=1. The yield is 0.540. (3) The reactants are [CH3:1][N:2]([CH3:52])[CH2:3][C:4]([NH:6][C:7]1[CH:12]=[CH:11][CH:10]=[C:9]([C:13]2[C:21]3[C:16](=[CH:17][CH:18]=[C:19]([C:22]4[N:26]=[CH:25][N:24](C(C5C=CC=CC=5)(C5C=CC=CC=5)C5C=CC=CC=5)[N:23]=4)[CH:20]=3)[N:15](C3CCCCO3)[N:14]=2)[CH:8]=1)=[O:5]. The product is [NH:24]1[CH:25]=[N:26][C:22]([C:19]2[CH:20]=[C:21]3[C:16](=[CH:17][CH:18]=2)[NH:15][N:14]=[C:13]3[C:9]2[CH:8]=[C:7]([NH:6][C:4](=[O:5])[CH2:3][N:2]([CH3:1])[CH3:52])[CH:12]=[CH:11][CH:10]=2)=[N:23]1. The catalyst is Cl.O1CCOCC1. The yield is 0.130. (4) The reactants are Br[C:2]1[N:3]=[CH:4][C:5]2[N:6]([CH:13]=1)[C:7](=[O:12])[CH:8]=[C:9]([OH:11])[N:10]=2.CC1(C)C(C)(C)OB([C:22]2[CH2:27][CH2:26][N:25]([C:28]([O:30][C:31]([CH3:34])([CH3:33])[CH3:32])=[O:29])[CH2:24][CH:23]=2)O1.C([O-])([O-])=O.[K+].[K+]. The catalyst is CN(C=O)C. The product is [OH:11][C:9]1[N:10]=[C:5]2[CH:4]=[N:3][C:2]([C:22]3[CH2:27][CH2:26][N:25]([C:28]([O:30][C:31]([CH3:34])([CH3:33])[CH3:32])=[O:29])[CH2:24][CH:23]=3)=[CH:13][N:6]2[C:7](=[O:12])[CH:8]=1. The yield is 0.700. (5) The yield is 0.350. The catalyst is C(Cl)Cl.CN(C1C=CN=CC=1)C. The reactants are [CH2:1]([O:3][C:4](=[O:10])/[CH:5]=[CH:6]/[C:7](O)=[O:8])[CH3:2].[C:11]([OH:15])([CH3:14])([CH3:13])[CH3:12].C1CCC(N=C=NC2CCCCC2)CC1.CC(C)=O. The product is [C:11]([O:15][C:7](=[O:8])/[CH:6]=[CH:5]/[C:4]([O:3][CH2:1][CH3:2])=[O:10])([CH3:14])([CH3:13])[CH3:12].